This data is from Forward reaction prediction with 1.9M reactions from USPTO patents (1976-2016). The task is: Predict the product of the given reaction. (1) Given the reactants N(C(OC(C)C)=O)=NC(OC(C)C)=O.[Si:15]([O:22][C@@H:23]([CH2:27][CH2:28][CH2:29][CH2:30][CH2:31][CH3:32])[C@@H:24](O)[CH3:25])([C:18]([CH3:21])([CH3:20])[CH3:19])([CH3:17])[CH3:16].[Cl:33][C:34]1[N:42]=[CH:41][N:40]=[C:39]2[C:35]=1[N:36]=[CH:37][NH:38]2.C1(P(C2C=CC=CC=2)C2C=CC=CC=2)C=CC=CC=1, predict the reaction product. The product is: [Si:15]([O:22][C@@H:23]([CH2:27][CH2:28][CH2:29][CH2:30][CH2:31][CH3:32])[C@H:24]([N:38]1[CH:37]=[N:36][C:35]2[C:39]1=[N:40][CH:41]=[N:42][C:34]=2[Cl:33])[CH3:25])([C:18]([CH3:21])([CH3:20])[CH3:19])([CH3:17])[CH3:16]. (2) Given the reactants Br[C:2]1[CH:11]=[CH:10][C:9]2[C:4](=[CH:5][C:6]([F:14])=[C:7]([F:13])[C:8]=2[F:12])[C:3]=1[CH:15]=[O:16].[CH3:17][Sn](C)(C)C.O, predict the reaction product. The product is: [F:12][C:8]1[C:7]([F:13])=[C:6]([F:14])[CH:5]=[C:4]2[C:9]=1[CH:10]=[CH:11][C:2]([CH3:17])=[C:3]2[CH:15]=[O:16]. (3) Given the reactants CCN(C(C)C)C(C)C.[CH3:10][C:11]1[CH:16]=[CH:15][C:14]([C:17]2[O:18][C:19]([CH3:22])=[N:20][N:21]=2)=[CH:13][C:12]=1[C:23]1[CH:28]=[CH:27][C:26]([C:29](O)=[O:30])=[CH:25][CH:24]=1.[CH2:32]([N:34]([CH2:39][CH3:40])[CH2:35][CH2:36][CH2:37][NH2:38])[CH3:33].CN(C(ON1N=NC2C=CC=CC1=2)=[N+](C)C)C.F[P-](F)(F)(F)(F)F.C1C=CC2N(O)N=NC=2C=1, predict the reaction product. The product is: [CH2:32]([N:34]([CH2:39][CH3:40])[CH2:35][CH2:36][CH2:37][NH:38][C:29]([C:26]1[CH:25]=[CH:24][C:23]([C:12]2[CH:13]=[C:14]([C:17]3[O:18][C:19]([CH3:22])=[N:20][N:21]=3)[CH:15]=[CH:16][C:11]=2[CH3:10])=[CH:28][CH:27]=1)=[O:30])[CH3:33]. (4) Given the reactants [CH2:1]([O:8][NH:9][C:10](=[O:19])[CH2:11][CH2:12][CH2:13][CH2:14][CH2:15][CH2:16][CH2:17]Br)[C:2]1[CH:7]=[CH:6][CH:5]=[CH:4][CH:3]=1.[NH:20]1[C:28]2[C:23]3[C:24](=[CH:29][CH:30]=[CH:31][C:22]=3[C:21]1=[O:32])[CH:25]=[CH:26][CH:27]=2.C(=O)([O-])[O-].[K+].[K+], predict the reaction product. The product is: [CH2:1]([O:8][NH:9][C:10](=[O:19])[CH2:11][CH2:12][CH2:13][CH2:14][CH2:15][CH2:16][CH2:17][N:20]1[C:28]2[C:23]3[C:24](=[CH:29][CH:30]=[CH:31][C:22]=3[C:21]1=[O:32])[CH:25]=[CH:26][CH:27]=2)[C:2]1[CH:7]=[CH:6][CH:5]=[CH:4][CH:3]=1.